From a dataset of Full USPTO retrosynthesis dataset with 1.9M reactions from patents (1976-2016). Predict the reactants needed to synthesize the given product. (1) Given the product [C:23]1([S:29]([C:32]([C:35]2[CH:40]=[C:39]([N:41]3[CH2:46][CH2:45][O:44][CH2:43][C@@H:42]3[CH3:47])[N:38]=[C:37]([C:15]3[CH:16]=[CH:17][C:18]([NH2:19])=[CH:20][CH:21]=3)[N:36]=2)([CH3:34])[CH3:33])(=[O:31])=[O:30])[CH:28]=[CH:27][CH:26]=[CH:25][CH:24]=1, predict the reactants needed to synthesize it. The reactants are: C(=O)([O-])[O-].[Na+].[Na+].CC1(C)C(C)(C)OB([C:15]2[CH:21]=[CH:20][C:18]([NH2:19])=[CH:17][CH:16]=2)O1.[C:23]1([S:29]([C:32]([C:35]2[CH:40]=[C:39]([N:41]3[CH2:46][CH2:45][O:44][CH2:43][C@@H:42]3[CH3:47])[N:38]=[C:37](Cl)[N:36]=2)([CH3:34])[CH3:33])(=[O:31])=[O:30])[CH:28]=[CH:27][CH:26]=[CH:25][CH:24]=1.C(O)C. (2) Given the product [CH2:10]([O:9][C:7](=[O:8])[NH:29][C:28]1[CH:30]=[CH:31][C:25]([C:24]2[CH:23]=[CH:22][N:21]=[CH:20][C:19]=2[O:18][CH3:17])=[CH:26][C:27]=1[O:32][CH:33]([CH3:35])[CH3:34])[C:11]1[CH:16]=[CH:15][CH:14]=[CH:13][CH:12]=1, predict the reactants needed to synthesize it. The reactants are: C(=O)(O)[O-].[Na+].Cl[C:7]([O:9][CH2:10][C:11]1[CH:16]=[CH:15][CH:14]=[CH:13][CH:12]=1)=[O:8].[CH3:17][O:18][C:19]1[CH:20]=[N:21][CH:22]=[CH:23][C:24]=1[C:25]1[CH:31]=[CH:30][C:28]([NH2:29])=[C:27]([O:32][CH:33]([CH3:35])[CH3:34])[CH:26]=1.C(OCC)(=O)C. (3) Given the product [CH:1]1([NH:6][C:7]([C:9]2[S:13][C:12]([C:14]3[CH:19]=[C:18]([NH:20][C:21]([NH:23][CH2:24][CH3:25])=[O:22])[N:17]=[CH:16][C:15]=3[C:26]3[CH:27]=[N:28][CH:29]=[C:30]([C:32]4[O:34][C:44]([CH3:45])=[N:47][N:48]=4)[CH:31]=3)=[N:11][C:10]=2[C:35]([F:38])([F:36])[F:37])=[O:8])[CH2:5][CH2:4][CH2:3][CH2:2]1, predict the reactants needed to synthesize it. The reactants are: [CH:1]1([NH:6][C:7]([C:9]2[S:13][C:12]([C:14]3[CH:19]=[C:18]([NH:20][C:21]([NH:23][CH2:24][CH3:25])=[O:22])[N:17]=[CH:16][C:15]=3[C:26]3[CH:27]=[N:28][CH:29]=[C:30]([C:32]([OH:34])=O)[CH:31]=3)=[N:11][C:10]=2[C:35]([F:38])([F:37])[F:36])=[O:8])[CH2:5][CH2:4][CH2:3][CH2:2]1.P(Cl)(Cl)(Cl)=O.[C:44]([NH:47][NH2:48])(=O)[CH3:45]. (4) Given the product [CH3:9][S:10]([O:6][CH2:5][CH2:4][CH2:3][C:2]([F:8])([F:7])[F:1])(=[O:12])=[O:11], predict the reactants needed to synthesize it. The reactants are: [F:1][C:2]([F:8])([F:7])[CH2:3][CH2:4][CH2:5][OH:6].[CH3:9][S:10](Cl)(=[O:12])=[O:11]. (5) Given the product [CH2:1]([C:5]1[C:9]([CH2:10][CH2:11][C:12]2[CH:24]=[CH:23][C:15]([C:16]([NH:18][CH:19]([CH3:22])[CH2:20][OH:21])=[O:17])=[CH:14][N:13]=2)=[C:8]([CH3:25])[O:7][N:6]=1)[CH2:2][CH2:3][CH3:4], predict the reactants needed to synthesize it. The reactants are: [CH2:1]([C:5]1[C:9](/[CH:10]=[CH:11]/[C:12]2[CH:24]=[CH:23][C:15]([C:16]([NH:18][CH:19]([CH3:22])[CH2:20][OH:21])=[O:17])=[CH:14][N:13]=2)=[C:8]([CH3:25])[O:7][N:6]=1)[CH2:2][CH2:3][CH3:4]. (6) Given the product [BrH:26].[NH2:15][CH2:14][CH2:13][CH2:12][S:9]([C:5]1[CH:4]=[C:3]([OH:2])[CH:8]=[CH:7][CH:6]=1)(=[O:10])=[O:11], predict the reactants needed to synthesize it. The reactants are: C[O:2][C:3]1[CH:4]=[C:5]([S:9]([CH2:12][CH2:13][CH2:14][N:15]2C(=O)C3C(=CC=CC=3)C2=O)(=[O:11])=[O:10])[CH:6]=[CH:7][CH:8]=1.[BrH:26].